From a dataset of Full USPTO retrosynthesis dataset with 1.9M reactions from patents (1976-2016). Predict the reactants needed to synthesize the given product. (1) Given the product [CH3:1][O:2][C:3](=[O:14])[C:4]1[CH:9]=[CH:8][C:7]([N+:10]([O-:12])=[O:11])=[C:6]([O:13][CH2:23][CH2:22][C:18]2[CH:17]=[C:16]([CH3:15])[CH:21]=[CH:20][CH:19]=2)[CH:5]=1, predict the reactants needed to synthesize it. The reactants are: [CH3:1][O:2][C:3](=[O:14])[C:4]1[CH:9]=[CH:8][C:7]([N+:10]([O-:12])=[O:11])=[C:6]([OH:13])[CH:5]=1.[CH3:15][C:16]1[CH:17]=[C:18]([CH2:22][CH2:23]O)[CH:19]=[CH:20][CH:21]=1. (2) Given the product [NH2:7][CH2:8][CH:9]1[CH2:10][CH2:11][N:12]([C:15]2[C:20]([NH:21][C:22](=[O:30])[C:23]3[CH:28]=[CH:27][CH:26]=[C:25]([Cl:29])[CH:24]=3)=[CH:19][C:18]([S:31]([CH3:34])(=[O:32])=[O:33])=[CH:17][N:16]=2)[CH2:13][CH2:14]1, predict the reactants needed to synthesize it. The reactants are: C(OC(=O)[NH:7][CH2:8][CH:9]1[CH2:14][CH2:13][N:12]([C:15]2[C:20]([NH:21][C:22](=[O:30])[C:23]3[CH:28]=[CH:27][CH:26]=[C:25]([Cl:29])[CH:24]=3)=[CH:19][C:18]([S:31]([CH3:34])(=[O:33])=[O:32])=[CH:17][N:16]=2)[CH2:11][CH2:10]1)(C)(C)C. (3) Given the product [F:32][C:30]1[C:29]([F:33])=[C:28]2[C:23]([CH:24]=[N:25][C:26]([CH3:34])=[N:27]2)=[C:22]([N:21]=[CH:11][C@:10]([C:13]([F:14])([F:15])[F:16])([OH:17])[CH2:9][C@@H:8]([C:4]2[CH:5]=[CH:6][CH:7]=[C:2]([F:1])[C:3]=2[O:19][CH3:20])[CH3:18])[CH:31]=1, predict the reactants needed to synthesize it. The reactants are: [F:1][C:2]1[C:3]([O:19][CH3:20])=[C:4]([C@@H:8]([CH3:18])[CH2:9][C@:10]([OH:17])([C:13]([F:16])([F:15])[F:14])[CH:11]=O)[CH:5]=[CH:6][CH:7]=1.[NH2:21][C:22]1[CH:31]=[C:30]([F:32])[C:29]([F:33])=[C:28]2[C:23]=1[CH:24]=[N:25][C:26]([CH3:34])=[N:27]2. (4) Given the product [C:19]([O:8][C:4]1[CH:5]=[CH:6][CH:7]=[C:2]([Br:1])[CH:3]=1)(=[O:21])[CH3:20], predict the reactants needed to synthesize it. The reactants are: [Br:1][C:2]1[CH:3]=[C:4]([OH:8])[CH:5]=[CH:6][CH:7]=1.S(=O)(=O)(O)O.C([O-])(O)=O.[Na+].[C:19](OC(=O)C)(=[O:21])[CH3:20].